This data is from Catalyst prediction with 721,799 reactions and 888 catalyst types from USPTO. The task is: Predict which catalyst facilitates the given reaction. Reactant: Br[CH2:2][C:3]1[CH:8]=[CH:7][C:6]([B:9]2[O:13][C:12]([CH3:15])([CH3:14])[C:11]([CH3:17])([CH3:16])[O:10]2)=[CH:5][CH:4]=1.[NH:18]1[CH2:23][CH2:22][O:21][CH2:20][CH2:19]1. Product: [CH3:16][C:11]1([CH3:17])[C:12]([CH3:15])([CH3:14])[O:13][B:9]([C:6]2[CH:7]=[CH:8][C:3]([CH2:2][N:18]3[CH2:23][CH2:22][O:21][CH2:20][CH2:19]3)=[CH:4][CH:5]=2)[O:10]1. The catalyst class is: 1.